This data is from Forward reaction prediction with 1.9M reactions from USPTO patents (1976-2016). The task is: Predict the product of the given reaction. (1) Given the reactants [NH2:1][C:2]1[CH:10]=[CH:9][C:5]([C:6]([OH:8])=[O:7])=[CH:4][CH:3]=1.[OH-].[Na+].C([O-])([O-])=O.[Na+].[Na+].[C:19]1([C:33]2[CH:38]=[CH:37][CH:36]=[CH:35][CH:34]=2)[CH:24]=[CH:23][C:22]([S:25]([O:28][CH2:29][C:30](Cl)=[O:31])(=[O:27])=[O:26])=[CH:21][CH:20]=1, predict the reaction product. The product is: [C:19]1([C:33]2[CH:34]=[CH:35][CH:36]=[CH:37][CH:38]=2)[CH:24]=[CH:23][C:22]([S:25]([O:28][CH2:29][C:30]([NH:1][C:2]2[CH:10]=[CH:9][C:5]([C:6]([OH:8])=[O:7])=[CH:4][CH:3]=2)=[O:31])(=[O:26])=[O:27])=[CH:21][CH:20]=1. (2) Given the reactants [C:9](O[C:9]([O:11][C:12]([CH3:15])([CH3:14])[CH3:13])=[O:10])([O:11][C:12]([CH3:15])([CH3:14])[CH3:13])=[O:10].[NH2:16][C:17]1[C:21]2=[N:22][CH:23]=[CH:24][CH:25]=[C:20]2[C:19]([C:34]2[CH:35]=[C:36]([OH:40])[CH:37]=[CH:38][CH:39]=2)([C:26]2[CH:31]=[C:30]([CH3:32])[N:29]=[C:28]([CH3:33])[CH:27]=2)[N:18]=1.O.CCOC(C)=O, predict the reaction product. The product is: [CH3:33][C:28]1[CH:27]=[C:26]([C:19]2([C:34]3[CH:39]=[CH:38][CH:37]=[C:36]([OH:40])[CH:35]=3)[C:20]3[C:21](=[N:22][CH:23]=[CH:24][CH:25]=3)[C:17]([NH:16][C:9](=[O:10])[O:11][C:12]([CH3:13])([CH3:14])[CH3:15])=[N:18]2)[CH:31]=[C:30]([CH3:32])[N:29]=1. (3) Given the reactants C(OC([N:11]1[CH2:15][C:14](=[O:16])[N:13]=[C:12]1[NH:17][CH2:18][C:19]1[CH:24]=[CH:23][C:22]([C:25]([F:28])([F:27])[F:26])=[CH:21][C:20]=1[C:29]([F:32])([F:31])[F:30])=O)C1C=CC=CC=1.[N:33]1[C:42]2[C:37](=[N:38][C:39]([CH:43]=O)=[CH:40][CH:41]=2)[CH:36]=[CH:35][CH:34]=1.N1CCCCC1, predict the reaction product. The product is: [F:32][C:29]([F:30])([F:31])[C:20]1[CH:21]=[C:22]([C:25]([F:26])([F:28])[F:27])[CH:23]=[CH:24][C:19]=1[CH2:18][NH:17][C:12]1[NH:11][C:15](=[CH:43][C:39]2[CH:40]=[CH:41][C:42]3[C:37](=[CH:36][CH:35]=[CH:34][N:33]=3)[N:38]=2)[C:14](=[O:16])[N:13]=1. (4) Given the reactants [NH2:1][C:2]1[N:6]([CH:7]2[CH2:12][CH2:11][CH2:10][CH2:9][CH2:8]2)[N:5]=[CH:4][C:3]=1[C:13]#[N:14].[OH-:15].[NH4+], predict the reaction product. The product is: [NH2:1][C:2]1[N:6]([CH:7]2[CH2:12][CH2:11][CH2:10][CH2:9][CH2:8]2)[N:5]=[CH:4][C:3]=1[C:13]([NH2:14])=[O:15]. (5) Given the reactants [NH2:1][C:2]1[C:3]([C:20](O)=[O:21])=[N:4][C:5]([C:8]2[CH:13]=[CH:12][C:11]([S:14]([N:17]([CH3:19])[CH3:18])(=[O:16])=[O:15])=[CH:10][CH:9]=2)=[CH:6][N:7]=1.[CH3:23][N:24]([CH2:26][C:27]1[CH:32]=[CH:31][N:30]=[CH:29][C:28]=1[NH2:33])[CH3:25].F[P-](F)(F)(F)(F)F.Br[P+](N1CCCC1)(N1CCCC1)N1CCCC1, predict the reaction product. The product is: [NH2:1][C:2]1[C:3]([C:20]([NH:33][C:28]2[CH:29]=[N:30][CH:31]=[CH:32][C:27]=2[CH2:26][N:24]([CH3:25])[CH3:23])=[O:21])=[N:4][C:5]([C:8]2[CH:13]=[CH:12][C:11]([S:14]([N:17]([CH3:19])[CH3:18])(=[O:16])=[O:15])=[CH:10][CH:9]=2)=[CH:6][N:7]=1. (6) Given the reactants CC(C)(C)C[O:4][C:5](=[O:34])[C:6]1[CH:11]=[CH:10][C:9]([C:12]([F:15])([F:14])[F:13])=[CH:8][C:7]=1[C:16]1[CH:25]=[C:24]2[C:19]([C@H:20]([OH:33])[C@@H:21]([CH2:26][C:27]3[CH:32]=[CH:31][CH:30]=[CH:29][CH:28]=3)[CH2:22][O:23]2)=[CH:18][CH:17]=1.[OH-].[Na+].O, predict the reaction product. The product is: [CH2:26]([C@@H:21]1[C@@H:20]([OH:33])[C:19]2[C:24](=[CH:25][C:16]([C:7]3[CH:8]=[C:9]([C:12]([F:15])([F:13])[F:14])[CH:10]=[CH:11][C:6]=3[C:5]([OH:34])=[O:4])=[CH:17][CH:18]=2)[O:23][CH2:22]1)[C:27]1[CH:28]=[CH:29][CH:30]=[CH:31][CH:32]=1.